From a dataset of Full USPTO retrosynthesis dataset with 1.9M reactions from patents (1976-2016). Predict the reactants needed to synthesize the given product. (1) Given the product [Cl:18][C:19]1[CH:24]=[CH:23][CH:22]=[CH:21][C:20]=1[NH:25][C:26](=[O:40])[NH:27][C:28]1[CH:33]=[CH:32][C:31]([CH2:34][C:35]([N:1]2[CH2:5][CH2:4][CH2:3][CH:2]2[CH2:6][O:7][C:8]2[CH:13]=[CH:12][C:11]([C:14]([O:16][CH3:17])=[O:15])=[CH:10][N:9]=2)=[O:36])=[CH:30][C:29]=1[O:38][CH3:39], predict the reactants needed to synthesize it. The reactants are: [NH:1]1[CH2:5][CH2:4][CH2:3][CH:2]1[CH2:6][O:7][C:8]1[CH:13]=[CH:12][C:11]([C:14]([O:16][CH3:17])=[O:15])=[CH:10][N:9]=1.[Cl:18][C:19]1[CH:24]=[CH:23][CH:22]=[CH:21][C:20]=1[NH:25][C:26](=[O:40])[NH:27][C:28]1[CH:33]=[CH:32][C:31]([CH2:34][C:35](O)=[O:36])=[CH:30][C:29]=1[O:38][CH3:39].CCN=C=NCCCN(C)C.Cl. (2) The reactants are: C(C1(COC2C(C3CC3)=CC(C(OC(C)(C)C)=O)=C(F)C=2)C2CC3CC(CC1C3)C2)#N.[CH:32]1([C:35]2[C:36]([O:46][CH:47]3[CH2:52][CH2:51][C:50]([F:54])([F:53])[CH2:49][CH2:48]3)=[CH:37][C:38]([F:45])=[C:39]([CH:44]=2)[C:40]([O:42]C)=[O:41])[CH2:34][CH2:33]1. Given the product [CH:32]1([C:35]2[C:36]([O:46][CH:47]3[CH2:52][CH2:51][C:50]([F:54])([F:53])[CH2:49][CH2:48]3)=[CH:37][C:38]([F:45])=[C:39]([CH:44]=2)[C:40]([OH:42])=[O:41])[CH2:33][CH2:34]1, predict the reactants needed to synthesize it. (3) Given the product [C:1]([C:3]1[CH:4]=[C:5]([C:13]2[O:17][N:16]=[C:15]([C:18]3[CH:23]=[CH:22][C:21]([O:24][CH2:25][CH2:26][CH2:27][C:28]([OH:30])=[O:29])=[CH:20][C:19]=3[F:33])[N:14]=2)[CH:6]=[CH:7][C:8]=1[O:9][CH:10]([CH3:12])[CH3:11])#[N:2], predict the reactants needed to synthesize it. The reactants are: [C:1]([C:3]1[CH:4]=[C:5]([C:13]2[O:17][N:16]=[C:15]([C:18]3[CH:23]=[CH:22][C:21]([O:24][CH2:25][CH2:26][CH2:27][C:28]([O:30]CC)=[O:29])=[CH:20][C:19]=3[F:33])[N:14]=2)[CH:6]=[CH:7][C:8]=1[O:9][CH:10]([CH3:12])[CH3:11])#[N:2].[OH-].[Na+]. (4) Given the product [CH2:1]([O:8][CH2:9][N:10]1[C:18]2[C:17]([NH2:19])=[N:16][C:15]([CH2:20][CH2:21][CH2:22][CH3:23])=[N:14][C:13]=2[C:12]([C:24]#[C:25][CH2:26][CH2:27][CH2:28][N:35]2[CH2:36][CH2:37][C:32]([F:38])([F:31])[CH2:33][CH2:34]2)=[CH:11]1)[C:2]1[CH:7]=[CH:6][CH:5]=[CH:4][CH:3]=1, predict the reactants needed to synthesize it. The reactants are: [CH2:1]([O:8][CH2:9][N:10]1[C:18]2[C:17]([NH2:19])=[N:16][C:15]([CH2:20][CH2:21][CH2:22][CH3:23])=[N:14][C:13]=2[C:12]([C:24]#[C:25][CH2:26][CH2:27][CH2:28]Cl)=[CH:11]1)[C:2]1[CH:7]=[CH:6][CH:5]=[CH:4][CH:3]=1.Cl.[F:31][C:32]1([F:38])[CH2:37][CH2:36][NH:35][CH2:34][CH2:33]1.C(N(CC)CC)C. (5) Given the product [Cl:14][C:15]1[CH:20]=[CH:19][C:18]([S:21]([CH2:8][C:7]2[C:2]([F:1])=[N:3][CH:4]=[CH:5][CH:6]=2)(=[O:23])=[O:22])=[CH:17][CH:16]=1, predict the reactants needed to synthesize it. The reactants are: [F:1][C:2]1[C:7]([CH2:8]O)=[CH:6][CH:5]=[CH:4][N:3]=1.S(Cl)(Cl)=O.[Cl:14][C:15]1[CH:20]=[CH:19][C:18]([S:21]([O-:23])=[O:22])=[CH:17][CH:16]=1.[Na+].C([O-])(=O)C.[K+].